From a dataset of NCI-60 drug combinations with 297,098 pairs across 59 cell lines. Regression. Given two drug SMILES strings and cell line genomic features, predict the synergy score measuring deviation from expected non-interaction effect. (1) Synergy scores: CSS=11.6, Synergy_ZIP=-1.83, Synergy_Bliss=0.259, Synergy_Loewe=1.06, Synergy_HSA=-1.20. Drug 2: COC1=C2C(=CC3=C1OC=C3)C=CC(=O)O2. Drug 1: CNC(=O)C1=NC=CC(=C1)OC2=CC=C(C=C2)NC(=O)NC3=CC(=C(C=C3)Cl)C(F)(F)F. Cell line: NCI-H460. (2) Cell line: NCI-H226. Synergy scores: CSS=7.55, Synergy_ZIP=-3.79, Synergy_Bliss=-4.99, Synergy_Loewe=-18.2, Synergy_HSA=-5.83. Drug 1: CCCS(=O)(=O)NC1=C(C(=C(C=C1)F)C(=O)C2=CNC3=C2C=C(C=N3)C4=CC=C(C=C4)Cl)F. Drug 2: CC1=C(N=C(N=C1N)C(CC(=O)N)NCC(C(=O)N)N)C(=O)NC(C(C2=CN=CN2)OC3C(C(C(C(O3)CO)O)O)OC4C(C(C(C(O4)CO)O)OC(=O)N)O)C(=O)NC(C)C(C(C)C(=O)NC(C(C)O)C(=O)NCCC5=NC(=CS5)C6=NC(=CS6)C(=O)NCCC[S+](C)C)O. (3) Synergy scores: CSS=37.6, Synergy_ZIP=-0.149, Synergy_Bliss=-1.94, Synergy_Loewe=-16.9, Synergy_HSA=0.595. Drug 1: C1=CN(C(=O)N=C1N)C2C(C(C(O2)CO)O)O.Cl. Drug 2: C1=CN(C=N1)CC(O)(P(=O)(O)O)P(=O)(O)O. Cell line: CAKI-1.